This data is from Catalyst prediction with 721,799 reactions and 888 catalyst types from USPTO. The task is: Predict which catalyst facilitates the given reaction. (1) Reactant: C([O:4][C:5]1[CH:10]=[CH:9][C:8]([C:11]2[N:12]=[C:13]3[CH:18]=[CH:17][C:16]([O:19][CH2:20][CH:21]4[CH2:23][CH2:22]4)=[CH:15][N:14]3[CH:24]=2)=[CH:7][CH:6]=1)(=O)C.[F:25]C(F)(F)S([O-])(=O)=O.ClC1C=CC=C(Cl)[N+]=1F.C(=O)([O-])O.[Na+]. Product: [CH:21]1([CH2:20][O:19][C:16]2[CH:17]=[CH:18][C:13]3[N:14]([C:24]([F:25])=[C:11]([C:8]4[CH:9]=[CH:10][C:5]([OH:4])=[CH:6][CH:7]=4)[N:12]=3)[CH:15]=2)[CH2:23][CH2:22]1. The catalyst class is: 10. (2) Reactant: [C:1]([O:4][CH2:5][C@@H:6]1[C@@H:11]([O:12][C:13](=[O:15])[CH3:14])[C@H:10]([O:16][C:17](=[O:19])[CH3:18])[C@H:9]([O:20][C:21](=[O:23])[CH3:22])[C@@H:8]([C:24]2[CH:29]=[CH:28][CH:27]=[C:26]([O:30][C:31]3[CH:32]=[N:33][C:34]([N+:37]([O-])=O)=[CH:35][CH:36]=3)[CH:25]=2)[O:7]1)(=[O:3])[CH3:2]. Product: [C:1]([O:4][CH2:5][C@@H:6]1[C@@H:11]([O:12][C:13](=[O:15])[CH3:14])[C@H:10]([O:16][C:17](=[O:19])[CH3:18])[C@H:9]([O:20][C:21](=[O:23])[CH3:22])[C@@H:8]([C:24]2[CH:29]=[CH:28][CH:27]=[C:26]([O:30][C:31]3[CH:32]=[N:33][C:34]([NH2:37])=[CH:35][CH:36]=3)[CH:25]=2)[O:7]1)(=[O:3])[CH3:2]. The catalyst class is: 19. (3) Reactant: [CH3:1][C:2]1[N:29]=[C:5]2[NH:6][C:7](=[O:28])[C:8]([CH2:13][C:14]3[CH:19]=[CH:18][C:17]([C:20]4[C:21]([C:26]#[N:27])=[CH:22][CH:23]=[CH:24][CH:25]=4)=[CH:16][CH:15]=3)=[C:9]([CH2:10][CH2:11][CH3:12])[N:4]2[N:3]=1.[H-].[Na+].CN(C)C=O.Br[CH:38]1[CH2:43][CH2:42][CH2:41][CH:40]=[CH:39]1. Product: [CH:43]1([N:6]2[C:7](=[O:28])[C:8]([CH2:13][C:14]3[CH:19]=[CH:18][C:17]([C:20]4[C:21]([C:26]#[N:27])=[CH:22][CH:23]=[CH:24][CH:25]=4)=[CH:16][CH:15]=3)=[C:9]([CH2:10][CH2:11][CH3:12])[N:4]3[N:3]=[C:2]([CH3:1])[N:29]=[C:5]23)[CH2:42][CH2:41][CH2:40][CH:39]=[CH:38]1. The catalyst class is: 13. (4) Reactant: C(=O)([O-])[O-].[Na+].[Na+].[I:7][C:8]1[CH:13]=[CH:12][C:11]([S:14](Cl)(=[O:16])=[O:15])=[CH:10][CH:9]=1.[OH-].[Na+].OS(O)(=O)=O. Product: [I:7][C:8]1[CH:13]=[CH:12][C:11]([S:14]([OH:16])=[O:15])=[CH:10][CH:9]=1. The catalyst class is: 127. (5) Reactant: [F:1][C:2]1[CH:7]=[CH:6][C:5]([N+:8]([O-])=O)=[CH:4][C:3]=1[C@:11]12[CH2:19][C@@H:18]([O:20][CH3:21])[CH2:17][C@H:16]1[CH2:15][S:14][C:13]([NH:22][C:23](=[O:29])[O:24][C:25]([CH3:28])([CH3:27])[CH3:26])=[N:12]2.[Cl-].[NH4+].O.C(OCC)(=O)C. Product: [NH2:8][C:5]1[CH:6]=[CH:7][C:2]([F:1])=[C:3]([C@:11]23[CH2:19][C@@H:18]([O:20][CH3:21])[CH2:17][C@H:16]2[CH2:15][S:14][C:13]([NH:22][C:23](=[O:29])[O:24][C:25]([CH3:26])([CH3:27])[CH3:28])=[N:12]3)[CH:4]=1. The catalyst class is: 186. (6) Reactant: [CH3:1][O:2][CH:3]([O:29][CH3:30])[CH2:4][N:5]1[C:13]2[C:8](=[CH:9][C:10]([N:14]3[CH:19]=[CH:18][C:17](/[CH:20]=[CH:21]/[C:22]4[CH:27]=[CH:26][CH:25]=[CH:24][CH:23]=4)=[CH:16][C:15]3=[O:28])=[CH:11][CH:12]=2)[CH:7]=[N:6]1. Product: [CH3:30][O:29][CH:3]([O:2][CH3:1])[CH2:4][N:5]1[C:13]2[C:8](=[CH:9][C:10]([N:14]3[CH:19]=[CH:18][C:17]([CH2:20][CH2:21][C:22]4[CH:23]=[CH:24][CH:25]=[CH:26][CH:27]=4)=[CH:16][C:15]3=[O:28])=[CH:11][CH:12]=2)[CH:7]=[N:6]1. The catalyst class is: 19. (7) Reactant: [NH2:1][C:2]1[CH:3]=[C:4]([C:8]2[CH:17]=[CH:16][CH:15]=[C:14]3[C:9]=2[CH:10]=[CH:11][N:12]=[CH:13]3)[CH:5]=[CH:6][CH:7]=1.[F:18][C:19]1[CH:24]=[CH:23][C:22]([C:25]([F:28])([F:27])[F:26])=[CH:21][C:20]=1[N:29]=[C:30]=[O:31]. Product: [F:18][C:19]1[CH:24]=[CH:23][C:22]([C:25]([F:28])([F:27])[F:26])=[CH:21][C:20]=1[NH:29][C:30]([NH:1][C:2]1[CH:7]=[CH:6][CH:5]=[C:4]([C:8]2[CH:17]=[CH:16][CH:15]=[C:14]3[C:9]=2[CH:10]=[CH:11][N:12]=[CH:13]3)[CH:3]=1)=[O:31]. The catalyst class is: 1. (8) Reactant: CC[N+](S(N=C(OC)[O-])(=O)=O)(CC)CC.O[C:17]1([C:30]2[CH:35]=[CH:34][C:33]([CH2:36][O:37][C:38]3[C:47]4[C:42](=[CH:43][CH:44]=[CH:45][CH:46]=4)[C:41]4=[N:48][N:49]=[C:50]([C:51]5[CH:55]=[C:54]([CH3:56])[O:53][N:52]=5)[N:40]4[N:39]=3)=[CH:32][N:31]=2)[CH2:22][CH2:21][N:20]([C:23]([O:25][C:26]([CH3:29])([CH3:28])[CH3:27])=[O:24])[CH2:19][CH2:18]1. Product: [CH3:56][C:54]1[O:53][N:52]=[C:51]([C:50]2[N:40]3[N:39]=[C:38]([O:37][CH2:36][C:33]4[CH:34]=[CH:35][C:30]([C:17]5[CH2:22][CH2:21][N:20]([C:23]([O:25][C:26]([CH3:29])([CH3:28])[CH3:27])=[O:24])[CH2:19][CH:18]=5)=[N:31][CH:32]=4)[C:47]4[C:42]([C:41]3=[N:48][N:49]=2)=[CH:43][CH:44]=[CH:45][CH:46]=4)[CH:55]=1. The catalyst class is: 26. (9) Reactant: [O:1]1[C:5]([C:6]2[CH:11]=[CH:10][C:9]([NH2:12])=[CH:8][CH:7]=2)=[CH:4][N:3]=[CH:2]1.Cl.[N:14]([O-])=O.[Na+].O.O.[Sn](Cl)(Cl)(Cl)Cl.N. Product: [O:1]1[C:5]([C:6]2[CH:7]=[CH:8][C:9]([NH:12][NH2:14])=[CH:10][CH:11]=2)=[CH:4][N:3]=[CH:2]1. The catalyst class is: 6. (10) Reactant: [CH3:1][C:2]1[N:3]=[CH:4][C:5]2[N:6]([N:14]=[C:15]([NH2:17])[N:16]=2)[C:7]=1[C:8]1[CH:9]=[N:10][N:11]([CH3:13])[CH:12]=1.Cl[C:19]1[CH:24]=[CH:23][C:22]([N:25]2[CH2:30][CH2:29][O:28][CH2:27][CH2:26]2)=[CH:21][CH:20]=1.[Li+].C[Si]([N-][Si](C)(C)C)(C)C. Product: [CH3:1][C:2]1[N:3]=[CH:4][C:5]2[N:6]([N:14]=[C:15]([NH:17][C:19]3[CH:20]=[CH:21][C:22]([N:25]4[CH2:26][CH2:27][O:28][CH2:29][CH2:30]4)=[CH:23][CH:24]=3)[N:16]=2)[C:7]=1[C:8]1[CH:9]=[N:10][N:11]([CH3:13])[CH:12]=1. The catalyst class is: 107.